Predict the reactants needed to synthesize the given product. From a dataset of Full USPTO retrosynthesis dataset with 1.9M reactions from patents (1976-2016). (1) Given the product [CH3:1][O:2][C:3]1[CH:8]=[C:7]([O:9][CH3:10])[N:6]=[C:5]([N:11]2[C:20](=[O:21])[C:19]3[C:14](=[CH:15][C:16]([C:22]([NH:41][CH2:40][C:39]4[CH:38]=[CH:37][C:36]([S:33]([N:27]5[CH2:32][CH2:31][O:30][CH2:29][CH2:28]5)(=[O:35])=[O:34])=[CH:43][CH:42]=4)=[O:23])=[CH:17][CH:18]=3)[NH:13][C:12]2=[S:25])[N:4]=1, predict the reactants needed to synthesize it. The reactants are: [CH3:1][O:2][C:3]1[CH:8]=[C:7]([O:9][CH3:10])[N:6]=[C:5]([N:11]2[C:20](=[O:21])[C:19]3[C:14](=[CH:15][C:16]([C:22](O)=[O:23])=[CH:17][CH:18]=3)[NH:13][C:12]2=[S:25])[N:4]=1.Cl.[N:27]1([S:33]([C:36]2[CH:43]=[CH:42][C:39]([CH2:40][NH2:41])=[CH:38][CH:37]=2)(=[O:35])=[O:34])[CH2:32][CH2:31][O:30][CH2:29][CH2:28]1.CCN(C(C)C)C(C)C.CN(C(ON1N=NC2C=CC=NC1=2)=[N+](C)C)C.F[P-](F)(F)(F)(F)F. (2) Given the product [NH2:7][C:8]1[CH:9]=[CH:10][CH:11]=[CH:12][C:13]=1[C:28]([CH:30]1[CH2:34][CH2:33][CH2:32][CH2:31]1)=[O:29], predict the reactants needed to synthesize it. The reactants are: C(OC(=O)[NH:7][C:8]1[CH:13]=[CH:12][CH:11]=[CH:10][CH:9]=1)(C)(C)C.[Li]C(C)(C)C.CCCCC.CON(C)[C:28]([CH:30]1[CH2:34][CH2:33][CH2:32][CH2:31]1)=[O:29]. (3) Given the product [Cl:1][C:2]1[CH:3]=[N+:4]([O-:29])[CH:5]=[CH:6][C:7]=1[C:8]1[O:9][C:10]2[CH:16]=[CH:15][C:14]([C:17]([F:20])([F:18])[F:19])=[CH:13][C:11]=2[N:12]=1, predict the reactants needed to synthesize it. The reactants are: [Cl:1][C:2]1[CH:3]=[N:4][CH:5]=[CH:6][C:7]=1[C:8]1[O:9][C:10]2[CH:16]=[CH:15][C:14]([C:17]([F:20])([F:19])[F:18])=[CH:13][C:11]=2[N:12]=1.ClC1C=CC=C(C(OO)=[O:29])C=1. (4) Given the product [Cl:1][C:2]1[N:10]=[C:9]([NH:30][C@@H:27]([C:24]2([NH:23][C:22](=[O:31])[O:21][CH2:14][C:15]3[CH:16]=[CH:17][CH:18]=[CH:19][CH:20]=3)[CH2:26][CH2:25]2)[CH2:28][CH3:29])[C:8]([F:12])=[CH:7][C:3]=1[C:4]#[N:6], predict the reactants needed to synthesize it. The reactants are: [Cl:1][C:2]1[N:10]=[C:9](Cl)[C:8]([F:12])=[CH:7][C:3]=1[C:4]([NH2:6])=O.Cl.[CH2:14]([O:21][C:22](=[O:31])[NH:23][C:24]1([C@H:27]([NH2:30])[CH2:28][CH3:29])[CH2:26][CH2:25]1)[C:15]1[CH:20]=[CH:19][CH:18]=[CH:17][CH:16]=1.CCN(C(C)C)C(C)C. (5) Given the product [C:50]([O:49][C:47]([NH:16][CH2:15][C:6]1[C:5]([C:24]2[CH:25]=[CH:26][C:27]([CH3:30])=[CH:28][CH:29]=2)=[C:4]([CH2:3][C:33]([OH:36])=[O:35])[C:9]([CH3:10])=[N:8][C:7]=1[CH2:11][CH:12]([CH3:13])[CH3:14])=[O:48])([CH3:51])([CH3:52])[CH3:53], predict the reactants needed to synthesize it. The reactants are: C([CH2:3][C:4]1[C:5]([C:24]2[CH:29]=[CH:28][C:27]([CH3:30])=[CH:26][CH:25]=2)=[C:6]([CH2:15][NH:16]C(=O)OC(C)(C)C)[C:7]([CH2:11][CH:12]([CH3:14])[CH3:13])=[N:8][C:9]=1[CH3:10])#N.[OH-].[Na+].[C:33]([O:36]CC)(=[O:35])C.[C:47](O[C:47]([O:49][C:50]([CH3:53])([CH3:52])[CH3:51])=[O:48])([O:49][C:50]([CH3:53])([CH3:52])[CH3:51])=[O:48]. (6) Given the product [C:1]([CH2:3][C:4]([NH:15][CH2:14][C:13]1[CH:16]=[CH:17][C:10]([CH2:8][CH3:9])=[CH:11][C:12]=1[F:18])=[O:6])#[N:2], predict the reactants needed to synthesize it. The reactants are: [C:1]([CH2:3][C:4]([O:6]C)=O)#[N:2].[CH2:8]([C:10]1[CH:17]=[CH:16][C:13]([CH2:14][NH2:15])=[C:12]([F:18])[CH:11]=1)[CH3:9]. (7) The reactants are: CCN(C(C)C)C(C)C.[CH3:10][C@H:11]1[C@@:50]2([OH:52])[O:51][C@H:14]([CH2:15][C@H:16]([O:76][CH3:77])[C:17]([CH3:75])=[CH:18][CH:19]=[CH:20][CH:21]=[CH:22][C@@H:23]([CH3:74])[CH2:24][C@@H:25]([CH3:73])[C:26]([C@H:28]([O:71][CH3:72])[C@H:29]([OH:70])[C:30]([CH3:69])=[CH:31][C@@H:32]([CH3:68])[C:33]([CH2:35][C@@H:36]([C@@H:53]([CH2:55][C@H:56]3[CH2:61][C@@H:60]([O:62][CH3:63])[C@H:59]([O:64][CH2:65][CH2:66][OH:67])[CH2:58][CH2:57]3)[CH3:54])[O:37][C:38]([C@H:40]3[N:45]([C:46]([C:48]2=[O:49])=[O:47])[CH2:44][CH2:43][CH2:42][CH2:41]3)=[O:39])=[O:34])=[O:27])[CH2:13][CH2:12]1.C(=O)([O-])[O-].C(#N)C. Given the product [CH3:10][C@H:11]1[C@@:50]2([OH:52])[O:51][C@H:14]([CH2:15][C@H:16]([O:76][CH3:77])[C:17]([CH3:75])=[CH:18][CH:19]=[CH:20][CH:21]=[CH:22][C@@H:23]([CH3:74])[CH2:24][C@@H:25]([CH3:73])[C:26]([C@H:28]([O:71][CH3:72])[C@H:29]([OH:70])[C:30]([CH3:69])=[CH:31][C@@H:32]([CH3:68])[C:33]([CH2:35][C@@H:36]([C@@H:53]([CH2:55][C@H:56]3[CH2:61][C@@H:60]([O:62][CH3:63])[C@H:59]([O:64][CH2:65][CH2:66][OH:67])[CH2:58][CH2:57]3)[CH3:54])[O:37][C:38]([C@H:40]3[N:45]([C:46]([C:48]2=[O:49])=[O:47])[CH2:44][CH2:43][CH2:42][CH2:41]3)=[O:39])=[O:34])=[O:27])[CH2:13][CH2:12]1, predict the reactants needed to synthesize it.